From a dataset of Peptide-MHC class I binding affinity with 185,985 pairs from IEDB/IMGT. Regression. Given a peptide amino acid sequence and an MHC pseudo amino acid sequence, predict their binding affinity value. This is MHC class I binding data. (1) The peptide sequence is LMMSSPPPI. The MHC is HLA-C05:01 with pseudo-sequence HLA-C05:01. The binding affinity (normalized) is 0.0847. (2) The peptide sequence is QTPGVKIAP. The MHC is HLA-B08:01 with pseudo-sequence HLA-B08:01. The binding affinity (normalized) is 0.0847. (3) The binding affinity (normalized) is 0.0236. The MHC is Mamu-B17 with pseudo-sequence Mamu-B17. The peptide sequence is FFTRRLAGTF. (4) The peptide sequence is VPAERRGVF. The MHC is HLA-B46:01 with pseudo-sequence HLA-B46:01. The binding affinity (normalized) is 0.0847. (5) The peptide sequence is RVVRPWGSY. The MHC is HLA-A02:03 with pseudo-sequence HLA-A02:03. The binding affinity (normalized) is 0.0847. (6) The MHC is HLA-B40:02 with pseudo-sequence HLA-B40:02. The binding affinity (normalized) is 0.749. The peptide sequence is KEINFLSQT.